From a dataset of Reaction yield outcomes from USPTO patents with 853,638 reactions. Predict the reaction yield, written as a fraction of the theoretical maximum amount of product (1.0 means a 100% yield; for example, 0.34 means a 34% yield). (1) The reactants are [CH3:1][O:2][C:3]1[CH:4]=[C:5]2[C:10](=[CH:11][C:12]=1[O:13][CH3:14])[N:9]=[CH:8][N:7]=[C:6]2[S:15][C:16]1[CH:17]=[C:18]([CH:20]=[CH:21][CH:22]=1)[NH2:19].[CH3:23][O:24][CH2:25][CH2:26][O:27][C:28]1[CH:29]=[C:30]([NH:38][C:39](=O)[O-:40])[CH:31]=[C:32]([C:34]([F:37])([F:36])[F:35])[CH:33]=1. No catalyst specified. The yield is 0.690. The product is [CH3:1][O:2][C:3]1[CH:4]=[C:5]2[C:10](=[CH:11][C:12]=1[O:13][CH3:14])[N:9]=[CH:8][N:7]=[C:6]2[S:15][C:16]1[CH:17]=[C:18]([NH:19][C:39]([NH:38][C:30]2[CH:31]=[C:32]([C:34]([F:36])([F:37])[F:35])[CH:33]=[C:28]([O:27][CH2:26][CH2:25][O:24][CH3:23])[CH:29]=2)=[O:40])[CH:20]=[CH:21][CH:22]=1. (2) The reactants are [CH3:1][C:2]([C:12]1[CH:16]=[C:15]([NH:17][C:18](=[O:34])[C:19]([S:22]([CH2:25][CH:26]2[CH2:31][CH2:30][CH:29]([O:32][CH3:33])[CH2:28][CH2:27]2)(=[O:24])=[O:23])([CH3:21])[CH3:20])[O:14][N:13]=1)([CH3:11])[CH2:3][O:4]C1CCCCO1.CC1C=CC(S(O)(=O)=O)=CC=1. The catalyst is C(Cl)Cl.CCOCC. The product is [OH:4][CH2:3][C:2]([C:12]1[CH:16]=[C:15]([NH:17][C:18](=[O:34])[C:19]([S:22]([CH2:25][CH:26]2[CH2:27][CH2:28][CH:29]([O:32][CH3:33])[CH2:30][CH2:31]2)(=[O:24])=[O:23])([CH3:21])[CH3:20])[O:14][N:13]=1)([CH3:1])[CH3:11]. The yield is 0.380. (3) The reactants are [CH:1]1([N:6]2[C:15]3[N:14]=[C:13]([NH:16][C:17]4[CH:18]=[CH:19][C:20]([C:26]([O:28]C)=[O:27])=[C:21]5[C:25]=4[O:24][CH2:23][CH2:22]5)[N:12]=[CH:11][C:10]=3[N:9]([CH3:30])[C:8](=[O:31])[C@H:7]2[CH2:32][CH3:33])[CH2:5][CH2:4][CH2:3][CH2:2]1.O. The catalyst is [OH-].[Li+].CO. The product is [CH:1]1([N:6]2[C:15]3[N:14]=[C:13]([NH:16][C:17]4[CH:18]=[CH:19][C:20]([C:26]([OH:28])=[O:27])=[C:21]5[C:25]=4[O:24][CH2:23][CH2:22]5)[N:12]=[CH:11][C:10]=3[N:9]([CH3:30])[C:8](=[O:31])[C@H:7]2[CH2:32][CH3:33])[CH2:2][CH2:3][CH2:4][CH2:5]1. The yield is 0.970. (4) The reactants are [CH3:1][N:2](C)[C:3]1C(C)=CC=CC=1.C(OCC)C.[CH2:16]([Li:20])[CH2:17][CH2:18][CH3:19].[CH3:21][CH2:22][CH2:23]CCC. No catalyst specified. The product is [CH3:1][N:2]([CH:16]([Li:20])[C:17]1[CH:23]=[CH:22][CH:21]=[CH:19][CH:18]=1)[CH3:3]. The yield is 0.770. (5) The reactants are [N:1]1[C:14]2[C:5](=[C:6]3[C:11](=[CH:12][CH:13]=2)[CH2:10][CH2:9][C@H:8]([CH2:15]OS(C2C=CC(C)=CC=2)(=O)=O)[O:7]3)[CH:4]=[CH:3][CH:2]=1.[F:27][C:28]1[CH:29]=[C:30]2[C:34](=[CH:35][CH:36]=1)[NH:33][CH:32]=[C:31]2[C:37]1[CH2:38][CH2:39][NH:40][CH2:41][CH:42]=1.C(Cl)(Cl)Cl. The catalyst is CS(C)=O. The product is [F:27][C:28]1[CH:29]=[C:30]2[C:34](=[CH:35][CH:36]=1)[NH:33][CH:32]=[C:31]2[C:37]1[CH2:38][CH2:39][N:40]([CH2:15][C@H:8]2[CH2:9][CH2:10][C:11]3[C:6](=[C:5]4[C:14](=[CH:13][CH:12]=3)[N:1]=[CH:2][CH:3]=[CH:4]4)[O:7]2)[CH2:41][CH:42]=1. The yield is 0.550. (6) The catalyst is O1CCCC1.CN1CCCN(C)C1=O. The product is [CH:26]1([CH2:25][CH:20]([C:17]2[CH:16]=[CH:15][C:14]([I:13])=[CH:19][CH:18]=2)[C:21]([OH:23])=[O:22])[CH2:30][CH2:29][CH2:28][CH2:27]1. The reactants are C(NC(C)C)(C)C.C([Li])CCC.[I:13][C:14]1[CH:19]=[CH:18][C:17]([CH2:20][C:21]([OH:23])=[O:22])=[CH:16][CH:15]=1.I[CH2:25][CH:26]1[CH2:30][CH2:29][CH2:28][CH2:27]1. The yield is 0.700.